From a dataset of Full USPTO retrosynthesis dataset with 1.9M reactions from patents (1976-2016). Predict the reactants needed to synthesize the given product. (1) Given the product [Cl:36][C:15]1[C:14]2[C:18](=[CH:19][CH:20]=[C:21]([O:22][C:23]3[CH:28]=[CH:27][C:26]([CH2:29][C:30]([OH:32])=[O:31])=[CH:25][C:24]=3[O:33][CH3:34])[C:13]=2[NH:12][S:9]([C:3]2[CH:4]=[CH:5][C:6]([Cl:8])=[CH:7][C:2]=2[Cl:1])(=[O:11])=[O:10])[NH:17][C:16]=1[CH3:35], predict the reactants needed to synthesize it. The reactants are: [Cl:1][C:2]1[CH:7]=[C:6]([Cl:8])[CH:5]=[CH:4][C:3]=1[S:9]([NH:12][C:13]1[C:21]([O:22][C:23]2[CH:28]=[CH:27][C:26]([CH2:29][C:30]([OH:32])=[O:31])=[CH:25][C:24]=2[O:33][CH3:34])=[CH:20][CH:19]=[C:18]2[C:14]=1[CH:15]=[C:16]([CH3:35])[NH:17]2)(=[O:11])=[O:10].[Cl:36]N1C(=O)CCC1=O. (2) Given the product [CH3:9][O:8][C:6]1[CH:7]=[C:2]([I:1])[CH:3]=[C:4]([O:12][CH3:13])[C:5]=1[OH:10], predict the reactants needed to synthesize it. The reactants are: [I:1][C:2]1[CH:3]=[C:4]([O:12][CH3:13])[C:5]([O:10]C)=[C:6]([O:8][CH3:9])[CH:7]=1.[Cl-].[Al+3].[Cl-].[Cl-]. (3) Given the product [N:12]1([CH2:11][C:2]2[CH:7]=[CH:6][C:5]([NH2:8])=[CH:4][CH:3]=2)[CH2:17][CH2:16][CH2:18][CH2:14][CH2:13]1, predict the reactants needed to synthesize it. The reactants are: F[C:2]1[CH:7]=[CH:6][C:5]([N+:8]([O-])=O)=[CH:4][CH:3]=1.[CH3:11][N:12]1[CH2:17][CH2:16]N[CH2:14][CH2:13]1.[C:18]([O-])([O-])=O.[K+].[K+].